From a dataset of Forward reaction prediction with 1.9M reactions from USPTO patents (1976-2016). Predict the product of the given reaction. (1) Given the reactants [NH2:1][C:2]1[C:7]([NH2:8])=[C:6]([NH:9][C@@H:10]2[C@@H:15]3[O:16][C@@H:12]([CH2:13][CH2:14]3)[C@@H:11]2[C:17]([NH2:19])=[O:18])[C:5]([Cl:20])=[CH:4][N:3]=1.[O:21]1[CH2:26][CH2:25][N:24]([C:27]2[CH:34]=[CH:33][C:30]([CH:31]=O)=[CH:29][CH:28]=2)[CH2:23][CH2:22]1.C([O-])(=O)C.[NH4+], predict the reaction product. The product is: [Cl:20][C:5]1[C:6]([NH:9][C@@H:10]2[C@@H:15]3[O:16][C@@H:12]([CH2:13][CH2:14]3)[C@@H:11]2[C:17]([NH2:19])=[O:18])=[C:7]2[N:8]=[C:31]([C:30]3[CH:29]=[CH:28][C:27]([N:24]4[CH2:25][CH2:26][O:21][CH2:22][CH2:23]4)=[CH:34][CH:33]=3)[NH:1][C:2]2=[N:3][CH:4]=1. (2) The product is: [Br:12][C:13]1[S:14][CH:15]=[C:16]([CH2:18][O:1]/[N:2]=[C:3](/[C:6]2[CH:11]=[CH:10][CH:9]=[CH:8][CH:7]=2)\[C:4]#[N:5])[N:17]=1. Given the reactants [OH:1]/[N:2]=[C:3](/[C:6]1[CH:11]=[CH:10][CH:9]=[CH:8][CH:7]=1)\[C:4]#[N:5].[Br:12][C:13]1[S:14][CH:15]=[C:16]([CH2:18]Br)[N:17]=1.[I-].[K+].C(=O)([O-])[O-].[Cs+].[Cs+], predict the reaction product. (3) Given the reactants [NH2:1][C:2]1[S:3][C:4]([C:10]2[C:15]([F:16])=[CH:14][C:13]([C:17]([OH:20])([CH3:19])[CH3:18])=[CH:12][C:11]=2[F:21])=[CH:5][C:6]=1[C:7]([NH2:9])=[O:8].[C:22]([N:25]([CH2:35][C:36]1[CH:41]=[CH:40][CH:39]=[C:38](Br)[N:37]=1)[CH2:26][C:27]([NH:29][CH:30]1[CH2:34][CH2:33][CH2:32][CH2:31]1)=[O:28])(=[O:24])[CH3:23], predict the reaction product. The product is: [C:22]([N:25]([CH2:35][C:36]1[N:37]=[C:38]([NH:1][C:2]2[S:3][C:4]([C:10]3[C:11]([F:21])=[CH:12][C:13]([C:17]([OH:20])([CH3:18])[CH3:19])=[CH:14][C:15]=3[F:16])=[CH:5][C:6]=2[C:7]([NH2:9])=[O:8])[CH:39]=[CH:40][CH:41]=1)[CH2:26][C:27]([NH:29][CH:30]1[CH2:34][CH2:33][CH2:32][CH2:31]1)=[O:28])(=[O:24])[CH3:23]. (4) The product is: [C:39]([OH:46])(=[O:45])/[CH:40]=[CH:41]/[C:42]([OH:44])=[O:43].[CH3:3][NH:4][CH2:27][C:15]1[CH:14]=[C:13]([C:8]2[CH:9]=[CH:10][CH:11]=[CH:12][C:7]=2[CH3:6])[N:17]([S:18]([C:21]2[CH:22]=[N:23][CH:24]=[CH:25][CH:26]=2)(=[O:20])=[O:19])[CH:16]=1. Given the reactants CO.[CH3:3][NH2:4].Cl.[CH3:6][C:7]1[CH:12]=[CH:11][CH:10]=[CH:9][C:8]=1[C:13]1[N:17]([S:18]([C:21]2[CH:22]=[N:23][CH:24]=[CH:25][CH:26]=2)(=[O:20])=[O:19])[CH:16]=[C:15]([CH:27]=O)[CH:14]=1.C([O-])([O-])=O.[Na+].[Na+].[BH4-].[Na+].Cl.N.[C:39]([OH:46])(=[O:45])/[CH:40]=[CH:41]/[C:42]([OH:44])=[O:43], predict the reaction product.